From a dataset of Full USPTO retrosynthesis dataset with 1.9M reactions from patents (1976-2016). Predict the reactants needed to synthesize the given product. (1) Given the product [Si:1]([O:8][CH2:9][CH2:10][C:11](=[N:29][S:27]([C:24]([CH3:26])([CH3:25])[CH3:23])=[O:28])[C:13]1[CH:18]=[CH:17][C:16]([O:19][CH3:20])=[CH:15][C:14]=1[O:21][CH3:22])([C:4]([CH3:7])([CH3:6])[CH3:5])([CH3:3])[CH3:2], predict the reactants needed to synthesize it. The reactants are: [Si:1]([O:8][CH2:9][CH2:10][C:11]([C:13]1[CH:18]=[CH:17][C:16]([O:19][CH3:20])=[CH:15][C:14]=1[O:21][CH3:22])=O)([C:4]([CH3:7])([CH3:6])[CH3:5])([CH3:3])[CH3:2].[CH3:23][C:24]([S:27]([NH2:29])=[O:28])([CH3:26])[CH3:25].C(OCC)(=O)C. (2) Given the product [Cl:21][CH2:22][CH2:23][CH2:24][CH2:25][CH:26]([C:27]1[NH:39][N:38]=[C:15]([NH:14][C:11]2[CH:12]=[CH:13][C:8]([N:6]3[CH:7]=[C:3]([Cl:2])[N:4]=[CH:5]3)=[C:9]([O:19][CH3:20])[CH:10]=2)[N:16]=1)[C:30]1[CH:35]=[CH:34][C:33]([Cl:36])=[CH:32][C:31]=1[Cl:37], predict the reactants needed to synthesize it. The reactants are: I.[Cl:2][C:3]1[N:4]=[CH:5][N:6]([C:8]2[CH:13]=[CH:12][C:11]([NH:14][C:15](SC)=[NH:16])=[CH:10][C:9]=2[O:19][CH3:20])[CH:7]=1.[Cl:21][CH2:22][CH2:23][CH2:24][CH2:25][CH:26]([C:30]1[CH:35]=[CH:34][C:33]([Cl:36])=[CH:32][C:31]=1[Cl:37])[C:27](O)=O.[NH2:38][NH2:39]. (3) The reactants are: COC(=O)N[C@@H:5]([CH:58]([CH3:60])[CH3:59])[C:6]([N:8]1[CH2:12][CH2:11]S[C@H:9]1[C:13]1[NH:14][C:15]([C:18]2[CH:23]=[CH:22][C:21]([C:24]3[CH:33]=[CH:32][C:31]4[C:26](=[CH:27][CH:28]=[C:29](C5NC([C@@H]6CCCN6C(=O)[C@H](NC(OC)=O)C6C=CC=CC=6)=NC=5)[CH:30]=4)[CH:25]=3)=[CH:20][CH:19]=2)=[CH:16][N:17]=1)=[O:7].BrC1C=C2C(=CC=1)C1[NH:70][C:71]([C@@H:73]3[CH2:77][CH2:76][CH2:75][N:74]3[C:78](=[O:91])[C@@H:79]([NH:86][C:87](=[O:90])[O:88][CH3:89])[CH:80]3[CH2:85][CH2:84][O:83][CH2:82][CH2:81]3)=[N:72]C=1C=C2.CC(C)[C@H]([NH:127][C:128](=[O:131])[O:129][CH3:130])C(=O)N1[C@H](C2NC(C3C=CC(B4OC(C)(C)C(C)(C)O4)=CC=3)=CN=2)[C@@H]2C[C@H]1CC2.Br[C:134]1[CH:135]=C2C(=C[CH:143]=1)C=C(C1NC([C@@H]3CCCN3C(=O)[C@H](NC(=O)OC)C3C=CC=CC=3)=NC=1)C=C2.CC(C)[C@H](NC(=O)OC)C(=O)N1CCS[C@H]1C1NC(C2C=CC(B3OC(C)(C)C(C)(C)O3)=CC=2)=CN=1. Given the product [CH3:89][O:88][C:87](=[O:90])[NH:86][C@@H:79]([CH:80]1[CH2:81][CH2:82][O:83][CH2:84][CH2:85]1)[C:78]([N:74]1[CH2:75][CH2:76][CH2:77][C@H:73]1[C:71]1[NH:70][C:30]2[C:31]3[C:26]([CH:27]=[CH:28][C:29]=2[N:72]=1)=[CH:25][C:24]([C:21]1[CH:20]=[CH:19][C:18]([C:15]2[NH:14][C:13]([C@@H:9]4[C@@H:134]5[CH2:135][C@@H:12]([CH2:11][CH2:143]5)[N:8]4[C:6](=[O:7])[C@@H:5]([NH:127][C:128]([O:129][CH3:130])=[O:131])[CH:58]([CH3:60])[CH3:59])=[N:17][CH:16]=2)=[CH:23][CH:22]=1)=[CH:33][CH:32]=3)=[O:91], predict the reactants needed to synthesize it. (4) Given the product [CH:3]([C:6]1[CH:18]=[C:9]2[C:10]([C:16]([OH:1])=[O:17])=[CH:11][CH:12]=[C:13]([O:14][CH3:15])[N:8]2[N:7]=1)([CH3:5])[CH3:4], predict the reactants needed to synthesize it. The reactants are: [OH-:1].[Na+].[CH:3]([C:6]1[CH:18]=[C:9]2[C:10]([CH:16]=[O:17])=[CH:11][CH:12]=[C:13]([O:14][CH3:15])[N:8]2[N:7]=1)([CH3:5])[CH3:4]. (5) Given the product [CH:1]([C:3]1[CH:11]=[CH:10][C:6]([C:7]([Cl:25])=[O:8])=[CH:5][CH:4]=1)=[CH2:2], predict the reactants needed to synthesize it. The reactants are: [CH:1]([C:3]1[CH:11]=[CH:10][C:6]([C:7](O)=[O:8])=[CH:5][CH:4]=1)=[CH2:2].C(C1C=C(O)C(=CC=1)O)(C)(C)C.C(Cl)(Cl)[Cl:25].C(Cl)(=O)C(Cl)=O. (6) Given the product [CH3:1][C:2]1[S:6][CH:5]=[C:4](/[CH:7]=[CH:8]/[C@H:10]2[O:28][C:26](=[O:27])[CH2:25][C@H:24]([OH:29])[C:23]([CH3:36])([CH3:30])[C:21](=[O:22])[C@H:20]([CH3:31])[C@@H:19]([OH:32])[C@@H:18]([CH3:33])[CH2:17][CH2:16][CH2:15][C@H:13]3[O:14][C@H:12]3[CH2:11]2)[N:3]=1, predict the reactants needed to synthesize it. The reactants are: [CH3:1][C:2]1[S:6][CH:5]=[C:4](/[CH:7]=[C:8](/[C@H:10]2[O:28][C:26](=[O:27])[CH2:25][C@H:24]([OH:29])[C@H:23]([CH3:30])[C:21](=[O:22])[C@H:20]([CH3:31])[C@@H:19]([OH:32])[C@@H:18]([CH3:33])[CH2:17][CH2:16][CH2:15][C@H:13]3[O:14][C@H:12]3[CH2:11]2)\C)[N:3]=1.[K+].[Br-].[CH3:36]O. (7) Given the product [CH2:1]=[CH2:2].[CH2:10]=[CH:11][CH2:12][CH2:13][CH2:14][CH2:15][CH2:16][CH3:17], predict the reactants needed to synthesize it. The reactants are: [CH:1](=C1CC2CC1C=C2)[CH3:2].[CH2:10]=[CH:11][CH2:12][CH2:13][CH2:14][CH2:15][CH2:16][CH3:17].[H][H].C=C.FC1C([B-](C2C(F)=C(F)C(F)=C(F)C=2F)(C2C(F)=C(F)C(F)=C(F)C=2F)C2C(F)=C(F)C(F)=C(F)C=2F)=C(F)C(F)=C(F)C=1F.C[NH+](CCCCCCCCCCCCCCCCCC)CCCCCCCCCCCCCCCCCC. (8) Given the product [Cl:19][C:20]1[CH:21]=[CH:22][C:23]([C@H:26]2[C@@:28]3([C:36]4[C:31](=[CH:32][CH:33]=[CH:34][CH:35]=4)[N:30]([CH2:14][CH2:15][N:8]4[CH2:9][CH2:10][N:5]([CH2:4][CH2:3][N:2]([CH3:11])[CH3:1])[CH2:6][CH2:7]4)[C:29]3=[O:37])[CH2:27]2)=[CH:24][CH:25]=1, predict the reactants needed to synthesize it. The reactants are: [CH3:1][N:2]([CH3:11])[CH2:3][CH2:4][N:5]1[CH2:10][CH2:9][NH:8][CH2:7][CH2:6]1.CO[CH:14](OC)[CH2:15]Br.[Cl:19][C:20]1[CH:25]=[CH:24][C:23]([C@@H:26]2[C@:28]3([C:36]4[C:31](=[CH:32][CH:33]=[CH:34][CH:35]=4)[NH:30][C:29]3=[O:37])[CH2:27]2)=[CH:22][CH:21]=1.